This data is from Catalyst prediction with 721,799 reactions and 888 catalyst types from USPTO. The task is: Predict which catalyst facilitates the given reaction. Reactant: C(NC(=O)[N:10]([CH2:13][C:14]1[CH:19]=[C:18]([C:20]([F:23])([F:22])[F:21])[CH:17]=[CH:16][C:15]=1[C:24]1[CH:29]=[C:28]([C:30]([F:33])([F:32])[F:31])[CH:27]=[C:26]([C@@H:34]([CH3:47])[C:35](N[C@H](C)CC2C=CC=CC=2)=[O:36])[CH:25]=1)[CH2:11][CH3:12])C1C=CC=CC=1.[OH:49]S(O)(=O)=O. The catalyst class is: 12. Product: [CH2:11]([NH:10][CH2:13][C:14]1[CH:19]=[C:18]([C:20]([F:22])([F:23])[F:21])[CH:17]=[CH:16][C:15]=1[C:24]1[CH:29]=[C:28]([C:30]([F:32])([F:33])[F:31])[CH:27]=[C:26]([C@@H:34]([CH3:47])[C:35]([OH:36])=[O:49])[CH:25]=1)[CH3:12].